From a dataset of Peptide-MHC class I binding affinity with 185,985 pairs from IEDB/IMGT. Regression. Given a peptide amino acid sequence and an MHC pseudo amino acid sequence, predict their binding affinity value. This is MHC class I binding data. The peptide sequence is AMLTAFFLR. The MHC is HLA-A68:01 with pseudo-sequence HLA-A68:01. The binding affinity (normalized) is 0.485.